Dataset: Forward reaction prediction with 1.9M reactions from USPTO patents (1976-2016). Task: Predict the product of the given reaction. (1) Given the reactants OS(O)(=O)=O.O[C:7]1([CH2:11][C:12]([O:14][CH2:15][CH3:16])=[O:13])[CH2:10][CH2:9][CH2:8]1.[C:17](#[N:24])[C:18]1[CH:23]=[CH:22][CH:21]=[CH:20][CH:19]=1.[OH-:25].[Na+], predict the reaction product. The product is: [C:17]([NH:24][C:7]1([CH2:11][C:12]([O:14][CH2:15][CH3:16])=[O:13])[CH2:10][CH2:9][CH2:8]1)(=[O:25])[C:18]1[CH:23]=[CH:22][CH:21]=[CH:20][CH:19]=1. (2) Given the reactants [N:1]1[CH:5]=[C:4]([CH2:6][CH2:7][NH:8][C:9]2[S:10][C:11]3[CH:17]=[C:16]([N+:18]([O-])=O)[CH:15]=[CH:14][C:12]=3[N:13]=2)[NH:3][CH:2]=1.O.O.[Sn](Cl)Cl.[OH-].[Na+].N.CO, predict the reaction product. The product is: [N:1]1[CH:5]=[C:4]([CH2:6][CH2:7][NH:8][C:9]2[S:10][C:11]3[CH:17]=[C:16]([NH2:18])[CH:15]=[CH:14][C:12]=3[N:13]=2)[NH:3][CH:2]=1. (3) Given the reactants C([O:3][C:4](=[O:22])[C:5]1[CH:10]=[C:9]([N+:11]([O-:13])=[O:12])[CH:8]=[CH:7][C:6]=1[O:14][C:15]1[CH:20]=[CH:19][C:18]([F:21])=[CH:17][CH:16]=1)C.[OH-].[Na+], predict the reaction product. The product is: [F:21][C:18]1[CH:19]=[CH:20][C:15]([O:14][C:6]2[CH:7]=[CH:8][C:9]([N+:11]([O-:13])=[O:12])=[CH:10][C:5]=2[C:4]([OH:22])=[O:3])=[CH:16][CH:17]=1. (4) Given the reactants [CH2:1](I)[CH3:2].[Cl:4][C:5]1[CH:10]=[CH:9][CH:8]=[CH:7][C:6]=1[N:11]1[C:26]([C:27]2[CH:32]=[CH:31][C:30]([OH:33])=[CH:29][CH:28]=2)=[C:14]2[N:15]=[C:16]([CH3:25])[N:17]([CH2:20][C:21]([F:24])([F:23])[F:22])[C:18](=[O:19])[C:13]2=[N:12]1.C([O-])([O-])=O.[Cs+].[Cs+], predict the reaction product. The product is: [Cl:4][C:5]1[CH:10]=[CH:9][CH:8]=[CH:7][C:6]=1[N:11]1[C:26]([C:27]2[CH:28]=[CH:29][C:30]([O:33][CH2:1][CH3:2])=[CH:31][CH:32]=2)=[C:14]2[N:15]=[C:16]([CH3:25])[N:17]([CH2:20][C:21]([F:24])([F:22])[F:23])[C:18](=[O:19])[C:13]2=[N:12]1. (5) Given the reactants [C:1]([O:5][C:6]([N:8]1[CH2:13][CH2:12][N:11]([C:14]([O:16][C:17]([CH3:20])([CH3:19])[CH3:18])=[O:15])[CH2:10][C@@H:9]1[C:21](O)=[O:22])=[O:7])([CH3:4])([CH3:3])[CH3:2].B.C1COCC1.CO, predict the reaction product. The product is: [OH:22][CH2:21][C@H:9]1[CH2:10][N:11]([C:14]([O:16][C:17]([CH3:19])([CH3:20])[CH3:18])=[O:15])[CH2:12][CH2:13][N:8]1[C:6]([O:5][C:1]([CH3:4])([CH3:3])[CH3:2])=[O:7]. (6) Given the reactants N1[N:5]2[C:6](=[O:14])[C:7]3[N:8]([N:11]=[CH:12][CH:13]=3)[C:9](=[O:10])[C:4]2=[CH:3][CH:2]=1.[F:15][C:16]1([F:26])OC2[C:18](=[C:19](C=CC=2)N)[O:17]1, predict the reaction product. The product is: [F:15][C:16]1([F:26])[O:17][C:18]2[C:9](=[C:4]([NH:5][C:6]([C:7]3[CH:13]=[CH:12][NH:11][N:8]=3)=[O:14])[CH:3]=[CH:2][CH:19]=2)[O:10]1. (7) Given the reactants [NH2:1][C:2]1[CH:3]=[C:4]([C:10]2[O:11][C:12]3[CH:18]=[CH:17][C:16]([C:19]4[CH:24]=[CH:23][CH:22]=[C:21]([O:25][CH3:26])[CH:20]=4)=[CH:15][C:13]=3[N:14]=2)[C:5]([O:8][CH3:9])=[CH:6][CH:7]=1.[CH:27]1[C:32]([C:33]([OH:35])=[O:34])=[CH:31][C:30]2[C:36]([O:38][C:39](=O)[C:29]=2[CH:28]=1)=[O:37], predict the reaction product. The product is: [CH3:9][O:8][C:5]1[C:4]([C:10]2[O:11][C:12]3[CH:18]=[CH:17][C:16]([C:19]4[CH:24]=[CH:23][CH:22]=[C:21]([O:25][CH3:26])[CH:20]=4)=[CH:15][C:13]=3[N:14]=2)=[CH:3][C:2]([N:1]2[C:36](=[O:37])[C:30]3[C:29](=[CH:28][CH:27]=[C:32]([C:33]([OH:35])=[O:34])[CH:31]=3)[C:39]2=[O:38])=[CH:7][CH:6]=1.